The task is: Predict which catalyst facilitates the given reaction.. This data is from Catalyst prediction with 721,799 reactions and 888 catalyst types from USPTO. (1) Reactant: Br[C:2]1[C:11]2[C:6](=[CH:7][CH:8]=[CH:9][C:10]=2[Br:12])[CH:5]=[CH:4][CH:3]=1.[CH:13]1[C:22]2[C:17](=[CH:18][CH:19]=[CH:20][CH:21]=2)[C:16](B(O)O)=[CH:15][N:14]=1.[O-]P([O-])([O-])=O.[K+].[K+].[K+]. Product: [C:13]1([C:2]2[C:11]3[C:6](=[CH:7][CH:8]=[CH:9][C:10]=3[Br:12])[CH:5]=[CH:4][CH:3]=2)[C:22]2[C:17](=[CH:18][CH:19]=[CH:20][CH:21]=2)[CH:16]=[CH:15][N:14]=1. The catalyst class is: 460. (2) Reactant: [O:1]=[C:2]1[N:8]2[C@H:4]([CH2:5][C:6]([C:15]3[CH:20]=[CH:19][C:18]([N:21]4[CH2:25][CH2:24][O:23][C:22]4=[O:26])=[CH:17][CH:16]=3)=[C:7]2[C:9]([O:11][CH2:12][CH:13]=[CH2:14])=[O:10])[C@H:3]1[C@H:27]([O:29][Si](C)(C)C)[CH3:28].O.Cl.C(=O)([O-])O.[Na+]. Product: [OH:29][C@@H:27]([C@H:3]1[C:2](=[O:1])[N:8]2[C@@H:4]1[CH2:5][C:6]([C:15]1[CH:16]=[CH:17][C:18]([N:21]3[CH2:25][CH2:24][O:23][C:22]3=[O:26])=[CH:19][CH:20]=1)=[C:7]2[C:9]([O:11][CH2:12][CH:13]=[CH2:14])=[O:10])[CH3:28]. The catalyst class is: 220. (3) Reactant: F[C:2](F)(F)[C:3]([OH:5])=O.[NH:8]1[CH2:13][CH2:12][CH:11]([NH:14][C:15]([C@H:17]2[C@H:21]([C:22]3[CH:27]=[CH:26][CH:25]=[C:24]([Cl:28])[C:23]=3[F:29])[C@:20]([C:32]3[CH:37]=[CH:36][C:35]([Cl:38])=[CH:34][C:33]=3[F:39])([C:30]#[N:31])[C@H:19]([CH2:40][C:41]([CH3:44])([CH3:43])[CH3:42])[NH:18]2)=[O:16])[CH2:10][CH2:9]1.C(OC(=O)C)(=O)C.C(N(CC)CC)C. Product: [CH3:13][N:8]1[CH2:9][CH2:10][CH:11]([NH:14][C:15]([CH:17]2[CH:21]([C:22]3[CH:27]=[CH:26][CH:25]=[C:24]([Cl:28])[C:23]=3[F:29])[C:20]([C:32]3[CH:37]=[CH:36][C:35]([Cl:38])=[CH:34][C:33]=3[F:39])([C:30]#[N:31])[CH:19]([CH2:40][C:41]([CH3:42])([CH3:44])[CH3:43])[NH:18]2)=[O:16])[CH2:12][C:2]1=[C:3]=[O:5]. The catalyst class is: 2. (4) Reactant: [O:1]1[CH2:6][CH2:5][CH:4]([C:7]([OH:9])=[O:8])[CH2:3][CH2:2]1.O.[CH3:11]C1C=CC(S(O)(=O)=O)=CC=1. The catalyst class is: 5. Product: [O:1]1[CH2:6][CH2:5][CH:4]([C:7]([O:9][CH3:11])=[O:8])[CH2:3][CH2:2]1. (5) Product: [CH3:15][C@H:16]([C:17]([OH:19])=[O:18])[C:41]1[CH:46]=[CH:45][C:44]2[CH:25]=[C:26]([O:27][CH3:47])[CH:21]=[CH:22][C:43]=2[CH:42]=1. The catalyst class is: 166. Reactant: C(NCCC[CH2:15][CH2:16][C:17]([OH:19])=[O:18])(OCC1C=CC=CC=1)=O.F[C:21]1[C:26]([OH:27])=[C:25](F)C(F)=C(F)[C:22]=1F.[CH2:41]1[CH2:46][CH2:45][CH:44](N=C=N[CH:41]2[CH2:46][CH2:45][CH2:44][CH2:43][CH2:42]2)[CH2:43][CH2:42]1.[CH2:47](OCC)C. (6) Reactant: [F:1][C:2]1[CH:7]=[C:6]([F:8])[CH:5]=[CH:4][C:3]=1[C:9](=[O:12])[CH2:10][CH3:11].[N:13](OCCCCC)=[O:14].Cl.O1CCCC1. Product: [F:1][C:2]1[CH:7]=[C:6]([F:8])[CH:5]=[CH:4][C:3]=1[C:9](=[O:12])[C:10](=[N:13][OH:14])[CH3:11]. The catalyst class is: 6. (7) Reactant: [F:1][C:2]1[CH:3]=[C:4]2[C:8](=[CH:9][CH:10]=1)[CH:7](O)[CH2:6][CH2:5]2.C1(C)C=CC(S(O)(=O)=O)=CC=1.O. Product: [F:1][C:2]1[CH:3]=[C:4]2[C:8](=[CH:9][CH:10]=1)[CH2:7][CH:6]=[CH:5]2. The catalyst class is: 11. (8) Reactant: N(OCCC(C)C)=O.N[C:10]1[C:15]([C:16]#[N:17])=[C:14]([C:18]2[CH:23]=[CH:22][CH:21]=[CH:20][CH:19]=2)[C:13]([C:24]#[N:25])=[C:12]([S:26][C:27]2[CH:32]=[CH:31][CH:30]=[CH:29][CH:28]=2)[N:11]=1.[ClH:33]. Product: [Cl:33][C:10]1[C:15]([C:16]#[N:17])=[C:14]([C:18]2[CH:23]=[CH:22][CH:21]=[CH:20][CH:19]=2)[C:13]([C:24]#[N:25])=[C:12]([S:26][C:27]2[CH:32]=[CH:31][CH:30]=[CH:29][CH:28]=2)[N:11]=1. The catalyst class is: 879. (9) Reactant: [F:1][C:2]([F:13])([F:12])[C:3]1[CH:4]=[C:5]([N:9]=[C:10]=[O:11])[CH:6]=[CH:7][CH:8]=1.[CH3:14][O:15][C:16]1[CH:17]=[C:18]2[C:23](=[CH:24][C:25]=1[O:26][CH3:27])[N:22]=[CH:21][N:20]=[C:19]2[NH:28][C:29]1[S:30][C:31]2[CH:37]=[C:36]([NH2:38])[CH:35]=[CH:34][C:32]=2[N:33]=1. Product: [CH3:14][O:15][C:16]1[CH:17]=[C:18]2[C:23](=[CH:24][C:25]=1[O:26][CH3:27])[N:22]=[CH:21][N:20]=[C:19]2[NH:28][C:29]1[S:30][C:31]2[CH:37]=[C:36]([NH:38][C:10]([NH:9][C:5]3[CH:6]=[CH:7][CH:8]=[C:3]([C:2]([F:12])([F:13])[F:1])[CH:4]=3)=[O:11])[CH:35]=[CH:34][C:32]=2[N:33]=1. The catalyst class is: 6. (10) Reactant: [Cl:1][C:2]1[C:3]([NH:16][CH:17]2[CH2:27][CH2:26][C:20]3([CH2:25][CH2:24][NH:23][CH2:22][CH2:21]3)[CH2:19][CH2:18]2)=[N:4][C:5]([NH:8][C:9]2[CH:13]=[C:12]([CH3:14])[N:11]([CH3:15])[N:10]=2)=[N:6][CH:7]=1.[C:28]([CH2:30][C:31](O)=[O:32])#[N:29].C(N(CC)CC)C.CN(C(ON1N=NC2C=CC=NC1=2)=[N+](C)C)C.F[P-](F)(F)(F)(F)F. Product: [Cl:1][C:2]1[C:3]([NH:16][CH:17]2[CH2:18][CH2:19][C:20]3([CH2:25][CH2:24][N:23]([C:31](=[O:32])[CH2:30][C:28]#[N:29])[CH2:22][CH2:21]3)[CH2:26][CH2:27]2)=[N:4][C:5]([NH:8][C:9]2[CH:13]=[C:12]([CH3:14])[N:11]([CH3:15])[N:10]=2)=[N:6][CH:7]=1. The catalyst class is: 120.